This data is from Catalyst prediction with 721,799 reactions and 888 catalyst types from USPTO. The task is: Predict which catalyst facilitates the given reaction. (1) Reactant: [OH:1][C:2]([CH3:8])([CH3:7])[C:3]([O:5][CH3:6])=[O:4].N1C=CN=C1.[CH3:14][Si:15](Cl)([CH3:17])[CH3:16]. Product: [CH3:14][Si:15]([CH3:17])([CH3:16])[O:1][C:2]([CH3:8])([CH3:7])[C:3]([O:5][CH3:6])=[O:4]. The catalyst class is: 2. (2) Reactant: [CH3:1][C:2]([NH2:14])([C:4]1[CH:5]=[N:6][C:7]([C:10]([F:13])([F:12])[F:11])=[CH:8][CH:9]=1)[CH3:3].[ClH:15]. Product: [ClH:15].[CH3:3][C:2]([NH2:14])([C:4]1[CH:5]=[N:6][C:7]([C:10]([F:12])([F:13])[F:11])=[CH:8][CH:9]=1)[CH3:1]. The catalyst class is: 21. (3) Reactant: C(OC([N:8]1[CH2:13][CH2:12][CH:11]([C:14](=[O:23])[C:15]2[CH:20]=[CH:19][C:18]([O:21][CH3:22])=[CH:17][CH:16]=2)[CH2:10][CH2:9]1)=O)(C)(C)C.[C:24]1([C:26](=[CH:28][CH:29]=[CH:30][CH:31]=1)O)[OH:25].CC1C=CC(S(O)(=O)=O)=CC=1.O. Product: [CH3:22][O:21][C:18]1[CH:17]=[CH:16][C:15]([C:14]2([CH:11]3[CH2:10][CH2:9][NH:8][CH2:13][CH2:12]3)[O:23][C:31]3[CH:30]=[CH:29][CH:28]=[CH:26][C:24]=3[O:25]2)=[CH:20][CH:19]=1. The catalyst class is: 113. (4) Product: [CH2:1]([O:3][C:4](=[O:30])[CH2:5][CH:6]([C:23]1[CH:24]=[N:25][C:26]([NH2:29])=[CH:27][CH:28]=1)[CH2:7][CH2:8][CH2:9][CH2:10][CH2:11][CH2:12][C:13]1[CH:22]=[CH:21][C:20]2[CH2:19][CH2:18][CH2:17][NH:16][C:15]=2[N:14]=1)[CH3:2]. Reactant: [CH2:1]([O:3][C:4](=[O:30])[CH:5]=[C:6]([C:23]1[CH:24]=[N:25][C:26]([NH2:29])=[CH:27][CH:28]=1)[CH2:7][CH2:8][CH2:9][CH2:10][CH2:11][CH2:12][C:13]1[CH:22]=[CH:21][C:20]2[C:15](=[N:16][CH:17]=[CH:18][CH:19]=2)[N:14]=1)[CH3:2]. The catalyst class is: 19. (5) Reactant: Cl.[C:2]([NH:5][C:6]1[CH:7]=[C:8]2[C:13](=[CH:14][CH:15]=1)[CH2:12][C:11](=[O:16])[CH2:10][CH2:9]2)(=[O:4])[CH3:3].[C:17]1([C:26]2[CH:31]=[CH:30]C=[CH:28][CH:27]=2)[CH:22]=[CH:21][C:20](C(Cl)=O)=[CH:19][CH:18]=1.C(N(CC)CC)C. Product: [O:16]=[C:11]1[CH2:10][CH2:9][C:8]2[CH:7]=[C:6]([NH:5][C:2]([C:3]3[CH:28]=[CH:27][C:26]([C:17]4[CH:22]=[CH:21][CH:20]=[CH:19][CH:18]=4)=[CH:31][CH:30]=3)=[O:4])[CH:15]=[CH:14][C:13]=2[CH2:12]1. The catalyst class is: 434. (6) Reactant: [CH3:1][O:2][C:3]1[CH:4]=[C:5]([N:12]2[CH2:17][CH2:16][CH:15]([N:18]3[CH2:23][CH2:22][NH:21][CH2:20][CH2:19]3)[CH2:14][CH2:13]2)[CH:6]=[CH:7][C:8]=1[N+:9]([O-:11])=[O:10].[CH3:24][C:25](OC(C)=O)=[O:26]. Product: [C:25]([N:21]1[CH2:20][CH2:19][N:18]([CH:15]2[CH2:14][CH2:13][N:12]([C:5]3[CH:6]=[CH:7][C:8]([N+:9]([O-:11])=[O:10])=[C:3]([O:2][CH3:1])[CH:4]=3)[CH2:17][CH2:16]2)[CH2:23][CH2:22]1)(=[O:26])[CH3:24]. The catalyst class is: 2.